Binary Classification. Given a drug SMILES string, predict its activity (active/inactive) in a high-throughput screening assay against a specified biological target. From a dataset of Choline transporter screen with 302,306 compounds. (1) The molecule is S(Cc1nc(Nc2ccc(cc2)C)nc(n1)N)c1n(nnn1)c1ccccc1. The result is 0 (inactive). (2) The compound is O=C(Nc1n(ncc1)C1CCN(CC1)Cc1ccc(cc1)CC)c1c(cccc1)C. The result is 0 (inactive). (3) The drug is S(=O)(=O)(Nc1ccc(OC(F)(F)F)cc1)c1c(=O)n2c(scc2C)nc1C. The result is 0 (inactive). (4) The drug is Clc1cc(NC(=O)CN2C(=O)C3(NC2=O)CCc2c3cccc2)ccc1C. The result is 1 (active). (5) The molecule is Clc1c(S(=O)(=O)Nc2ncc(Cl)cc2)cc(OCC(=O)N)c(c1)C. The result is 0 (inactive).